Dataset: Forward reaction prediction with 1.9M reactions from USPTO patents (1976-2016). Task: Predict the product of the given reaction. (1) Given the reactants [F:1][C:2]1[C:3]([NH:28][C@H:29]2[CH2:34][CH2:33][CH2:32][C@:31]([CH:36]([CH3:42])[C:37]([O:39]CC)=[O:38])([OH:35])[CH2:30]2)=[N:4][C:5]([C:8]2[C:16]3[C:11](=[N:12][CH:13]=[C:14]([F:17])[CH:15]=3)[N:10](S(C3C=CC(C)=CC=3)(=O)=O)[CH:9]=2)=[N:6][CH:7]=1.[Li+].[OH-].Cl, predict the reaction product. The product is: [F:1][C:2]1[C:3]([NH:28][C@H:29]2[CH2:34][CH2:33][CH2:32][C@:31]([CH:36]([CH3:42])[C:37]([OH:39])=[O:38])([OH:35])[CH2:30]2)=[N:4][C:5]([C:8]2[C:16]3[C:11](=[N:12][CH:13]=[C:14]([F:17])[CH:15]=3)[NH:10][CH:9]=2)=[N:6][CH:7]=1. (2) The product is: [N:1]1[CH:6]=[C:5]([C:7]([OH:9])=[O:8])[CH:4]=[N:3][CH:2]=1. Given the reactants [N:1]1[CH:6]=[C:5]([C:7]([O:9]CC)=[O:8])[CH:4]=[N:3][CH:2]=1.Cl, predict the reaction product. (3) Given the reactants Br[C:2]1[CH:3]=[C:4]2[C:8](=[CH:9][CH:10]=1)[N:7]([CH:11]1[CH2:16][CH2:15][CH2:14][CH2:13][O:12]1)[N:6]=[CH:5]2.[CH3:17][CH:18]([CH3:22])[CH2:19][C:20]#[CH:21], predict the reaction product. The product is: [CH3:17][CH:18]([CH3:22])[CH2:19][C:20]#[C:21][C:2]1[CH:3]=[C:4]2[C:8](=[CH:9][CH:10]=1)[N:7]([CH:11]1[CH2:16][CH2:15][CH2:14][CH2:13][O:12]1)[N:6]=[CH:5]2.